Predict which catalyst facilitates the given reaction. From a dataset of Catalyst prediction with 721,799 reactions and 888 catalyst types from USPTO. (1) Reactant: [Br:1][C:2]1[CH:10]=[CH:9][CH:8]=[C:7]2[C:3]=1[CH:4]=[CH:5][N:6]2[C:11]1[CH:16]=[CH:15][N:14]=[C:13](S(C)=O)[N:12]=1.[CH2:20]([O:22][C:23]([CH:25]1[CH2:30][CH2:29][CH:28]([NH2:31])[CH2:27][CH2:26]1)=[O:24])[CH3:21]. Product: [CH2:20]([O:22][C:23]([CH:25]1[CH2:30][CH2:29][CH:28]([NH:31][C:13]2[N:12]=[C:11]([N:6]3[C:7]4[C:3](=[C:2]([Br:1])[CH:10]=[CH:9][CH:8]=4)[CH:4]=[CH:5]3)[CH:16]=[CH:15][N:14]=2)[CH2:27][CH2:26]1)=[O:24])[CH3:21]. The catalyst class is: 12. (2) Reactant: [C:1]([S:5][C:6]1[CH:7]=[C:8]2[C:13](=[CH:14][C:15]=1[F:16])[N:12]=[CH:11][N:10]=[C:9]2[OH:17])([CH3:4])([CH3:3])[CH3:2].[OH:18]OS([O-])=O.[K+].[OH2:24]. Product: [C:1]([S:5]([C:6]1[CH:7]=[C:8]2[C:13](=[CH:14][C:15]=1[F:16])[N:12]=[CH:11][N:10]=[C:9]2[OH:17])(=[O:18])=[O:24])([CH3:4])([CH3:2])[CH3:3]. The catalyst class is: 370. (3) Reactant: [Cl:1][C:2]1[CH:21]=[C:20]([N+:22]([O-])=O)[CH:19]=[CH:18][C:3]=1[O:4][C:5]1[CH:6]=[CH:7][C:8]2[N:9]([N:11]=[CH:12][C:13]=2[C:14]([O:16][CH3:17])=[O:15])[CH:10]=1.[Cl-].[Ca+2].[Cl-].O. Product: [NH2:22][C:20]1[CH:19]=[CH:18][C:3]([O:4][C:5]2[CH:6]=[CH:7][C:8]3[N:9]([N:11]=[CH:12][C:13]=3[C:14]([O:16][CH3:17])=[O:15])[CH:10]=2)=[C:2]([Cl:1])[CH:21]=1. The catalyst class is: 5. (4) Reactant: CCN(C(C)C)C(C)C.[C:10]([O:14][C:15]([CH:17]1[CH2:22][CH2:21][N:20]([C:23]2[C:31]([C:32]#[N:33])=[CH:30][C:26]([C:27](O)=[O:28])=[C:25]([O:34][CH3:35])[N:24]=2)[CH2:19][CH2:18]1)=[O:16])([CH3:13])([CH3:12])[CH3:11].Cl.[CH3:37][NH:38][O:39][CH3:40].C1CN([P+](Br)(N2CCCC2)N2CCCC2)CC1.F[P-](F)(F)(F)(F)F. Product: [C:10]([O:14][C:15]([CH:17]1[CH2:18][CH2:19][N:20]([C:23]2[C:31]([C:32]#[N:33])=[CH:30][C:26]([C:27](=[O:28])[N:38]([O:39][CH3:40])[CH3:37])=[C:25]([O:34][CH3:35])[N:24]=2)[CH2:21][CH2:22]1)=[O:16])([CH3:13])([CH3:12])[CH3:11]. The catalyst class is: 2.